From a dataset of Full USPTO retrosynthesis dataset with 1.9M reactions from patents (1976-2016). Predict the reactants needed to synthesize the given product. Given the product [CH2:1]([N:3]([CH2:20][CH3:21])[CH2:4][CH2:5][NH:6][C:33]([C:26]1[N:27]=[CH:28][C:29]2[C:24]([CH:25]=1)=[C:23]([I:22])[CH:32]=[CH:31][CH:30]=2)=[O:35])[CH3:2], predict the reactants needed to synthesize it. The reactants are: [CH2:1]([N:3]([CH2:20][CH3:21])[CH2:4][CH2:5][NH:6]C(C1C=CC2C(=CC=C(I)C=2)C=1)=O)[CH3:2].[I:22][C:23]1[CH:32]=[CH:31][CH:30]=[C:29]2[C:24]=1[CH:25]=[C:26]([C:33]([O:35]C)=O)[N:27]=[CH:28]2.[K+].[Br-].Cl.Cl.C(N(CC)CCNC(=O)C1C=CC(I)=NC=1)C.